Dataset: Aqueous solubility values for 9,982 compounds from the AqSolDB database. Task: Regression/Classification. Given a drug SMILES string, predict its absorption, distribution, metabolism, or excretion properties. Task type varies by dataset: regression for continuous measurements (e.g., permeability, clearance, half-life) or binary classification for categorical outcomes (e.g., BBB penetration, CYP inhibition). For this dataset (solubility_aqsoldb), we predict Y. The compound is CC(=O)CC(=O)Nc1ccc(-c2ccc(NC(=O)CC(C)=O)c(C)c2)cc1C. The Y is -5.33 log mol/L.